Task: Predict the reaction yield, written as a fraction of the theoretical maximum amount of product (1.0 means a 100% yield; for example, 0.34 means a 34% yield).. Dataset: Reaction yield outcomes from USPTO patents with 853,638 reactions (1) The reactants are [NH2:1][C:2]1[CH:3]=[C:4](O)[CH:5]=[C:6]([O:8][CH3:9])[CH:7]=1.[H-].[Na+].Cl.CS([O:18][CH2:19][CH2:20][N:21]([CH3:23])[CH3:22])(=O)=O.C(=O)(O)[O-].[Na+]. The catalyst is CN(C=O)C. The product is [CH3:22][N:21]([CH3:23])[CH2:20][CH2:19][O:18][C:4]1[CH:3]=[C:2]([CH:7]=[C:6]([O:8][CH3:9])[CH:5]=1)[NH2:1]. The yield is 0.350. (2) The reactants are Cl[C:2]1[C:7]([N+:8]([O-:10])=[O:9])=[CH:6][CH:5]=[C:4]([Cl:11])[N:3]=1.[NH2:12][CH2:13][C:14]([O:16][CH2:17][CH3:18])=[O:15].C(N(CC)C(C)C)(C)C.C([O-])(O)=O.[Na+]. The catalyst is CN(C)C=O. The product is [Cl:11][C:4]1[N:3]=[C:2]([NH:12][CH2:13][C:14]([O:16][CH2:17][CH3:18])=[O:15])[C:7]([N+:8]([O-:10])=[O:9])=[CH:6][CH:5]=1. The yield is 0.660. (3) The reactants are C(OC([NH:8][C@H:9]1[CH2:14][CH2:13][CH2:12][CH2:11][C@H:10]1[NH:15][C:16]1[N:21]=[C:20]([C:22]2[S:26][N:25]=[C:24]([CH2:27][CH3:28])[CH:23]=2)[C:19]2[C:29](=[O:39])[N:30](C(OC(C)(C)C)=O)[CH2:31][C:18]=2[C:17]=1[F:40])=O)(C)(C)C.Cl.O1CCOCC1.CCO. The catalyst is CO. The product is [NH2:8][C@H:9]1[CH2:14][CH2:13][CH2:12][CH2:11][C@H:10]1[NH:15][C:16]1[N:21]=[C:20]([C:22]2[S:26][N:25]=[C:24]([CH2:27][CH3:28])[CH:23]=2)[C:19]2[C:29](=[O:39])[NH:30][CH2:31][C:18]=2[C:17]=1[F:40]. The yield is 0.360. (4) The reactants are [CH3:1][O:2][C:3]1[CH:4]=[C:5]2[C:10](=[CH:11][C:12]=1[O:13][CH3:14])[N:9]=[CH:8][N:7]=[C:6]2[O:15][C:16]1[CH:22]=[CH:21][C:19]([NH2:20])=[CH:18][CH:17]=1.C(N(CC)CC)C.ClC(Cl)(O[C:34](=[O:40])OC(Cl)(Cl)Cl)Cl.[C:42]1([N:48]2[CH2:53][CH2:52][NH:51][CH2:50][CH2:49]2)[CH:47]=[CH:46][CH:45]=[CH:44][CH:43]=1. The catalyst is C(Cl)(Cl)Cl.O. The product is [CH3:1][O:2][C:3]1[CH:4]=[C:5]2[C:10](=[CH:11][C:12]=1[O:13][CH3:14])[N:9]=[CH:8][N:7]=[C:6]2[O:15][C:16]1[CH:22]=[CH:21][C:19]([NH:20][C:34]([N:51]2[CH2:52][CH2:53][N:48]([C:42]3[CH:47]=[CH:46][CH:45]=[CH:44][CH:43]=3)[CH2:49][CH2:50]2)=[O:40])=[CH:18][CH:17]=1. The yield is 0.790. (5) The reactants are [C:1]([C:3]1[C:8]([CH3:9])=[CH:7][C:6]([N+:10]([O-])=O)=[CH:5][N:4]=1)#[N:2].[Cl-].[Ca+2].[Cl-]. The catalyst is C(O)C.[Fe]. The product is [NH2:10][C:6]1[CH:7]=[C:8]([CH3:9])[C:3]([C:1]#[N:2])=[N:4][CH:5]=1. The yield is 0.810. (6) The reactants are [Br:1][C:2]1[CH:3]=[N:4][N:5]([CH3:16])[C:6]=1[C:7]1[CH:8]=[C:9]([C:13]([OH:15])=O)[S:10][C:11]=1[CH3:12].[NH2:17][C@@H:18]([CH2:31][C:32]1[CH:37]=[CH:36][C:35]([F:38])=[CH:34][CH:33]=1)[CH2:19][N:20]1[C:28](=[O:29])[C:27]2[C:22](=[CH:23][CH:24]=[CH:25][CH:26]=2)[C:21]1=[O:30].CC(OC(N[C@H](C(O)=O)CC1C=CC=CC=1C(F)(F)F)=O)(C)C.C1CN([P+](Br)(N2CCCC2)N2CCCC2)CC1.F[P-](F)(F)(F)(F)F.CCN(C(C)C)C(C)C. The catalyst is C(Cl)(Cl)Cl. The product is [Br:1][C:2]1[CH:3]=[N:4][N:5]([CH3:16])[C:6]=1[C:7]1[CH:8]=[C:9]([C:13]([NH:17][C@@H:18]([CH2:31][C:32]2[CH:33]=[CH:34][C:35]([F:38])=[CH:36][CH:37]=2)[CH2:19][N:20]2[C:28](=[O:29])[C:27]3[C:22](=[CH:23][CH:24]=[CH:25][CH:26]=3)[C:21]2=[O:30])=[O:15])[S:10][C:11]=1[CH3:12]. The yield is 0.710.